This data is from Peptide-MHC class II binding affinity with 134,281 pairs from IEDB. The task is: Regression. Given a peptide amino acid sequence and an MHC pseudo amino acid sequence, predict their binding affinity value. This is MHC class II binding data. The peptide sequence is SRWSSPDNVKPIYIV. The MHC is HLA-DQA10104-DQB10503 with pseudo-sequence HLA-DQA10104-DQB10503. The binding affinity (normalized) is 0.